Dataset: NCI-60 drug combinations with 297,098 pairs across 59 cell lines. Task: Regression. Given two drug SMILES strings and cell line genomic features, predict the synergy score measuring deviation from expected non-interaction effect. Drug 1: CC1=C(N=C(N=C1N)C(CC(=O)N)NCC(C(=O)N)N)C(=O)NC(C(C2=CN=CN2)OC3C(C(C(C(O3)CO)O)O)OC4C(C(C(C(O4)CO)O)OC(=O)N)O)C(=O)NC(C)C(C(C)C(=O)NC(C(C)O)C(=O)NCCC5=NC(=CS5)C6=NC(=CS6)C(=O)NCCC[S+](C)C)O. Drug 2: C1C(C(OC1N2C=NC3=C2NC=NCC3O)CO)O. Cell line: NCIH23. Synergy scores: CSS=33.0, Synergy_ZIP=0.509, Synergy_Bliss=-0.282, Synergy_Loewe=-16.7, Synergy_HSA=-1.93.